This data is from Experimentally validated miRNA-target interactions with 360,000+ pairs, plus equal number of negative samples. The task is: Binary Classification. Given a miRNA mature sequence and a target amino acid sequence, predict their likelihood of interaction. (1) The miRNA is hsa-miR-4534 with sequence GGAUGGAGGAGGGGUCU. The protein sequence of the target gene is MASKLLRAVILGPPGSGKGTVCERIAQNFGLQHLSSGHLLRENLKTGTEVGDVAKQYLEKGLLVPDHVITRLMMSELETRSAQHWLLDGFPRTLVQAEALDGICDVDLVISLNIPFETLKDRLSRRWIHPSSGRVYNLDFNPPQVQGIDDITGEPLVQQEDDKPEAVAARLRRYKDAAKPVIELYKSRGVLHQFSGTETNRIWPYVYTLFSNKITPIQSKEAY. Result: 0 (no interaction). (2) The miRNA is hsa-miR-5194 with sequence UGAGGGGUUUGGAAUGGGAUGG. The protein sequence of the target gene is MAHQTGIHATEELKEFFAKARAGSVRLIKVVIEDEQLVLGASQEPVGRWDQDYDRAVLPLLDAQQPCYLLYRLDSQNAQGFEWLFLAWSPDNSPVRLKMLYAATRATVKKEFGGGHIKDELFGTVKDDLSFAGYQKHLSSCAAPAPLTSAERELQQIRINEVKTEISVESKHQTLQGLAFPLQPEAQRALQQLKQKMVNYIQMKLDLERETIELVHTEPTDVAQLPSRVPRDAARYHFFLYKHTHEGDPLESVVFIYSMPGYKCSIKERMLYSSCKSRLLDSVEQDFHLEIAKKIEIGDG.... Result: 0 (no interaction). (3) The miRNA is hsa-miR-4534 with sequence GGAUGGAGGAGGGGUCU. The protein sequence of the target gene is MGPKRRQLTFREKSRIIQEVEENPDLRKGEIARRFNIPPSTLSTILKNKRAILASERKYGVASTCRKTNKLSPYDKLEGLLIAWFQQIRAAGLPVKGIILKEKALRIAEELGMDDFTASNGWLDRFRRRHGVVACSGVTRSRARSSAPRAPAAPAGPATVPSEGSGGSTPGWHTREEQPPSVAEGYASQDVFSATETSLWYDFLSDQASGLWGGDGPARQATQRLSVLLCANADGSEKLPPLVAGKSAKPRAGQGGLPCDYTANSKGGVTTQALAKYLKALDTRMAAESRRVLLLAGRLA.... Result: 0 (no interaction). (4) The miRNA is hsa-miR-3928-3p with sequence GGAGGAACCUUGGAGCUUCGGC. The protein sequence of the target gene is MLDMGDRKEVKMIPKSSFSINSLVPEAVQNDNHHASHGHHNSHHPQHHHHHHHHHHHPPPPAPQPPPPPQQQQPPPPPPPAPQPPQTRGAPAADDDKGPQQLLLPPPPPPPPAAALDGAKADGLGGKGEPGGGPGELAPVGPDEKEKGAGAGGEEKKGAGEGGKDGEGGKEGEKKNGKYEKPPFSYNALIMMAIRQSPEKRLTLNGIYEFIMKNFPYYRENKQGWQNSIRHNLSLNKCFVKVPRHYDDPGKGNYWMLDPSSDDVFIGGTTGKLRRRSTTSRAKLAFKRGARLTSTGLTFM.... Result: 0 (no interaction). (5) Result: 0 (no interaction). The protein sequence of the target gene is MALSRGLPRELAEAVSGGRVLVVGAGGIGCELLKNLVLTGFSHIDLIDLDTIDVSNLNRQFLFQKKHVGRSKAQVAKESVLQFHPQANIEAHHDSIMNPDYNVEFFRQFILVMNALDNRAARNHVNRMCLAADVPLIESGTAGYLGQVTTIKKGVTECYECHPKPTQRTFPGCTIRNTPSEPIHCIVWAKYLFNQLFGEEDADQEVSPDRADPEAAWEPTEAEARARASNEDGDIKRISTKEWAKSTGYDPVKLFTKLFKDDIRYLLTMDKLWRKRKPPVPLDWAEVQSQGEANADQQNE.... The miRNA is mmu-miR-377-3p with sequence AUCACACAAAGGCAACUUUUGU. (6) The miRNA is cel-miR-248 with sequence AUACACGUGCACGGAUAACGCUCA. The protein sequence of the target gene is MCQQVVVVANTNNKMKTSYSIKQVLKTLFKKQQKQQQKPQGSLESLESVDNLRNAQVEEAYYAEIDENAANEKLAQLAHSQEFEIVEEQEDEEDVYVPVRFARTTAGTFFWTTNLQPVASVEPAMCYSMQFQDRWAQA. Result: 0 (no interaction).